This data is from Full USPTO retrosynthesis dataset with 1.9M reactions from patents (1976-2016). The task is: Predict the reactants needed to synthesize the given product. (1) Given the product [Br:35][CH2:13][C:11]1[N:10]=[CH:9][N:8]([C:3]2[CH:4]=[CH:5][CH:6]=[CH:7][C:2]=2[Cl:1])[CH:12]=1, predict the reactants needed to synthesize it. The reactants are: [Cl:1][C:2]1[CH:7]=[CH:6][CH:5]=[CH:4][C:3]=1[N:8]1[CH:12]=[C:11]([CH2:13]O)[N:10]=[CH:9]1.C1(P(C2C=CC=CC=2)C2C=CC=CC=2)C=CC=CC=1.C(Br)(Br)(Br)[Br:35]. (2) Given the product [NH2:30][C:29]1[C:24]2[C:23]([CH3:31])=[CH:22][N:21]([C@@H:10]3[O:11][C@H:12]([CH2:13][OH:34])[C@@H:8]([Si:1]([C:4]([CH3:6])([CH3:5])[CH3:7])([CH3:2])[CH3:3])[CH2:9]3)[C:25]=2[N:26]=[CH:27][N:28]=1, predict the reactants needed to synthesize it. The reactants are: [Si:1]([C@@H:8]1[C@@H:12]([CH2:13][Si](C(C)(C)C)(C)C)[O:11][C@@H:10]([N:21]2[C:25]3[N:26]=[CH:27][N:28]=[C:29]([NH2:30])[C:24]=3[C:23]([CH3:31])=[CH:22]2)[CH2:9]1)([C:4]([CH3:7])([CH3:6])[CH3:5])([CH3:3])[CH3:2].C(OCC)(=[O:34])C.ClCCl.C1(C)C=CC=CC=1. (3) Given the product [Cl:1][C:2]1[CH:21]=[C:20]([Cl:22])[CH:19]=[CH:18][C:3]=1[CH2:4][O:5][C:6]1[CH:17]=[CH:16][C:9]2[C@H:10]([CH2:13][CH2:14][NH:15][C:23](=[O:24])[C:25]([F:28])([F:27])[F:26])[CH2:11][O:12][C:8]=2[CH:7]=1, predict the reactants needed to synthesize it. The reactants are: [Cl:1][C:2]1[CH:21]=[C:20]([Cl:22])[CH:19]=[CH:18][C:3]=1[CH2:4][O:5][C:6]1[CH:17]=[CH:16][C:9]2[C@H:10]([CH2:13][CH2:14][NH2:15])[CH2:11][O:12][C:8]=2[CH:7]=1.[C:23](O[C:23]([C:25]([F:28])([F:27])[F:26])=[O:24])([C:25]([F:28])([F:27])[F:26])=[O:24].O. (4) Given the product [CH3:33][C:18]1([CH3:34])[C:17]2[C:21](=[CH:22][CH:23]=[C:15]([N:10]3[CH2:11][CH2:12][N:8]([C:3]4[CH:4]=[N:5][CH:6]=[CH:7][C:2]=4[CH3:1])[C:9]3=[O:13])[CH:16]=2)[N:20]([CH2:24][O:25][CH2:26][CH2:27][Si:28]([CH3:31])([CH3:30])[CH3:29])[C:19]1=[O:32], predict the reactants needed to synthesize it. The reactants are: [CH3:1][C:2]1[CH:7]=[CH:6][N:5]=[CH:4][C:3]=1[N:8]1[CH2:12][CH2:11][NH:10][C:9]1=[O:13].I[C:15]1[CH:16]=[C:17]2[C:21](=[CH:22][CH:23]=1)[N:20]([CH2:24][O:25][CH2:26][CH2:27][Si:28]([CH3:31])([CH3:30])[CH3:29])[C:19](=[O:32])[C:18]2([CH3:34])[CH3:33].N[C@@H]1CCCC[C@H]1N.P([O-])([O-])([O-])=O.[K+].[K+].[K+]. (5) The reactants are: [F:1][CH:2]([F:35])[C:3]1[CH:12]=[C:11]2[C:6]([CH2:7][CH2:8][CH2:9][N:10]2[C:13]2[C:17]3[CH2:18][N:19]([C:22]([O:24][C:25]([CH3:28])([CH3:27])[CH3:26])=[O:23])[CH2:20][CH2:21][C:16]=3[NH:15][N:14]=2)=[CH:5][C:4]=1[C:29]1[CH:30]=[N:31][N:32]([CH3:34])[CH:33]=1.CC1C=CC(S(NN=[C:48]2[CH2:54][CH2:53][CH2:52][O:51][CH2:50][CH2:49]2)(=O)=O)=CC=1.C(=O)([O-])[O-].[Cs+].[Cs+]. Given the product [F:35][CH:2]([F:1])[C:3]1[CH:12]=[C:11]2[C:6]([CH2:7][CH2:8][CH2:9][N:10]2[C:13]2[C:17]3[CH2:18][N:19]([C:22]([O:24][C:25]([CH3:26])([CH3:27])[CH3:28])=[O:23])[CH2:20][CH2:21][C:16]=3[N:15]([CH:48]3[CH2:54][CH2:53][CH2:52][O:51][CH2:50][CH2:49]3)[N:14]=2)=[CH:5][C:4]=1[C:29]1[CH:30]=[N:31][N:32]([CH3:34])[CH:33]=1, predict the reactants needed to synthesize it. (6) Given the product [O:12]1[C:11]([C:13]2[S:17][C:16]([N:18]3[CH2:22][CH2:21][N:20]([CH2:23][C:24]4[CH:29]=[CH:28][C:27]([C:30]([F:33])([F:32])[F:31])=[CH:26][CH:25]=4)[C:19]3=[O:34])=[N:15][C:14]=2[CH3:35])=[CH:10][CH:9]=[N:8]1, predict the reactants needed to synthesize it. The reactants are: O.NN.Cl.NO.C[N:8](C)/[CH:9]=[CH:10]/[C:11]([C:13]1[S:17][C:16]([N:18]2[CH2:22][CH2:21][N:20]([CH2:23][C:24]3[CH:29]=[CH:28][C:27]([C:30]([F:33])([F:32])[F:31])=[CH:26][CH:25]=3)[C:19]2=[O:34])=[N:15][C:14]=1[CH3:35])=[O:12]. (7) Given the product [Cl:7][C:8]1[CH:9]=[CH:10][C:11]([CH2:14][CH2:15][CH2:16][CH2:17][NH2:19])=[CH:12][CH:13]=1, predict the reactants needed to synthesize it. The reactants are: [H-].[Al+3].[Li+].[H-].[H-].[H-].[Cl:7][C:8]1[CH:13]=[CH:12][C:11]([CH2:14][CH2:15][CH2:16][C:17]([NH2:19])=O)=[CH:10][CH:9]=1.